From a dataset of Full USPTO retrosynthesis dataset with 1.9M reactions from patents (1976-2016). Predict the reactants needed to synthesize the given product. (1) Given the product [CH2:1]([O:8][CH2:9][N:10]1[C:18]2[C:17]([NH2:19])=[N:16][C:15]([CH2:20][CH2:21][CH2:22][CH3:23])=[N:14][C:13]=2[C:12]([C:29]#[C:28][CH2:27][CH2:26][N:30]2[CH2:35][CH2:34][CH2:33][CH2:32][CH2:31]2)=[C:11]1[CH3:25])[C:2]1[CH:7]=[CH:6][CH:5]=[CH:4][CH:3]=1, predict the reactants needed to synthesize it. The reactants are: [CH2:1]([O:8][CH2:9][N:10]1[C:18]2[C:17]([NH2:19])=[N:16][C:15]([CH2:20][CH2:21][CH2:22][CH3:23])=[N:14][C:13]=2[C:12](I)=[C:11]1[CH3:25])[C:2]1[CH:7]=[CH:6][CH:5]=[CH:4][CH:3]=1.[CH2:26]([N:30]1[CH2:35][CH2:34][CH2:33][CH2:32][CH2:31]1)[CH2:27][C:28]#[CH:29]. (2) Given the product [CH2:22]([O:24][C:25](=[O:38])[C:26]1[CH:27]=[CH:28][C:29]([N:32]2[CH2:33][CH2:34][N:35]([C:2]3[CH:21]=[CH:20][C:5]([C:6](=[O:7])[NH:8][C:9]4[CH:17]=[C:16]5[C:12]([CH:13]=[CH:14][N:15]5[CH2:18][CH3:19])=[CH:11][CH:10]=4)=[CH:4][N:3]=3)[CH2:36][CH2:37]2)=[CH:30][CH:31]=1)[CH3:23], predict the reactants needed to synthesize it. The reactants are: Cl[C:2]1[CH:21]=[CH:20][C:5]([C:6]([NH:8][C:9]2[CH:17]=[C:16]3[C:12]([CH:13]=[CH:14][N:15]3[CH2:18][CH3:19])=[CH:11][CH:10]=2)=[O:7])=[CH:4][N:3]=1.[CH2:22]([O:24][C:25](=[O:38])[C:26]1[CH:31]=[CH:30][C:29]([N:32]2[CH2:37][CH2:36][NH:35][CH2:34][CH2:33]2)=[CH:28][CH:27]=1)[CH3:23].C(OC(=O)C1C=CC(N2CCN(C3C=CC(C(=O)NC4C=CC(C)=C(I)C=4)=CN=3)CC2)=CC=1)C.